From a dataset of Reaction yield outcomes from USPTO patents with 853,638 reactions. Predict the reaction yield, written as a fraction of the theoretical maximum amount of product (1.0 means a 100% yield; for example, 0.34 means a 34% yield). (1) The reactants are Cl[C:2]1[N:7]=[CH:6][N:5]=[C:4]([NH:8][CH2:9][C:10]2[CH:11]=[N:12][CH:13]=[CH:14][CH:15]=2)[CH:3]=1.[N+:16]([C:19]1[CH:24]=[CH:23][CH:22]=[CH:21][C:20]=1[NH2:25])([O-:18])=[O:17].CC1(C)C2C(=C(P(C3C=CC=CC=3)C3C=CC=CC=3)C=CC=2)OC2C(P(C3C=CC=CC=3)C3C=CC=CC=3)=CC=CC1=2.C([O-])([O-])=O.[Cs+].[Cs+]. The catalyst is C1(C)C=CC=CC=1.C1C=CC(/C=C/C(/C=C/C2C=CC=CC=2)=O)=CC=1.C1C=CC(/C=C/C(/C=C/C2C=CC=CC=2)=O)=CC=1.C1C=CC(/C=C/C(/C=C/C2C=CC=CC=2)=O)=CC=1.[Pd].[Pd]. The product is [N+:16]([C:19]1[CH:24]=[CH:23][CH:22]=[CH:21][C:20]=1[NH:25][C:2]1[CH:3]=[C:4]([NH:8][CH2:9][C:10]2[CH:11]=[N:12][CH:13]=[CH:14][CH:15]=2)[N:5]=[CH:6][N:7]=1)([O-:18])=[O:17]. The yield is 0.340. (2) The reactants are [CH2:1]([C:3]1[CH:4]=[CH:5][CH:6]=[C:7]2[C:12]=1[N:11]=[C:10]([C:13]1([C:16]3[CH:21]=[CH:20][CH:19]=[CH:18][CH:17]=3)[CH2:15][CH2:14]1)[C:9]([OH:22])=[C:8]2[C:23]([OH:25])=[O:24])[CH3:2].C(OCC(C1(C2C=CC([Cl:42])=CC=2)CC1)=O)(=O)C. No catalyst specified. The product is [Cl:42][C:19]1[CH:18]=[CH:17][C:16]([C:13]2([C:10]3[C:9]([OH:22])=[C:8]([C:23]([OH:25])=[O:24])[C:7]4[C:12](=[C:3]([CH3:4])[C:1]([CH3:2])=[CH:5][CH:6]=4)[N:11]=3)[CH2:14][CH2:15]2)=[CH:21][CH:20]=1. The yield is 0.297. (3) The reactants are [O:1]1[C:5]2[CH:6]=[CH:7][C:8]([NH:10][S:11]([C:14]3[CH:19]=[CH:18][C:17]([CH2:20][CH2:21][C:22]([O:24]C)=O)=[CH:16][CH:15]=3)(=[O:13])=[O:12])=[CH:9][C:4]=2[O:3][CH2:2]1.[OH-].[NH4+:27]. The catalyst is CO. The product is [O:1]1[C:5]2[CH:6]=[CH:7][C:8]([NH:10][S:11]([C:14]3[CH:19]=[CH:18][C:17]([CH2:20][CH2:21][C:22]([NH2:27])=[O:24])=[CH:16][CH:15]=3)(=[O:13])=[O:12])=[CH:9][C:4]=2[O:3][CH2:2]1. The yield is 0.640.